From a dataset of Forward reaction prediction with 1.9M reactions from USPTO patents (1976-2016). Predict the product of the given reaction. (1) Given the reactants C(OC(=O)[NH:7][C@H:8]([C:14](=[O:36])[NH:15][C@@H:16]([CH2:29][C:30]1[CH:35]=[CH:34][CH:33]=[CH:32][CH:31]=1)[CH:17]([C:19](=[O:28])[NH:20][CH2:21][C:22]1[CH:27]=[CH:26][CH:25]=[CH:24][CH:23]=1)[OH:18])[CH2:9][C:10]([F:13])([F:12])[F:11])(C)(C)C.C(O)(C(F)(F)F)=O.[CH2:45]([O:52][C:53]([NH:55][C@@H:56]([CH3:60])[C:57](O)=[O:58])=[O:54])[C:46]1[CH:51]=[CH:50][CH:49]=[CH:48][CH:47]=1.CN(C(ON1N=NC2C=CC=NC1=2)=[N+](C)C)C.F[P-](F)(F)(F)(F)F.C(N(CC)C(C)C)(C)C, predict the reaction product. The product is: [CH2:45]([O:52][C:53](=[O:54])[NH:55][C@H:56]([C:57](=[O:58])[NH:7][CH:8]([C:14](=[O:36])[NH:15][C@@H:16]([CH2:29][C:30]1[CH:35]=[CH:34][CH:33]=[CH:32][CH:31]=1)[CH:17]([C:19](=[O:28])[NH:20][CH2:21][C:22]1[CH:27]=[CH:26][CH:25]=[CH:24][CH:23]=1)[OH:18])[CH2:9][C:10]([F:12])([F:13])[F:11])[CH3:60])[C:46]1[CH:51]=[CH:50][CH:49]=[CH:48][CH:47]=1. (2) Given the reactants [Cl:1][CH2:2][CH2:3][CH2:4][CH2:5][C:6]1[N:7]([CH2:20][CH2:21][CH3:22])[N:8]=[C:9]2[C:18]=1[C:17]1[CH:16]=[CH:15][CH:14]=[CH:13][C:12]=1[N:11]=[C:10]2[NH2:19].FC(F)(F)C(O)=O.[OH-].[K+], predict the reaction product. The product is: [Cl:1][CH2:2][CH2:3][CH2:4][CH2:5][C:6]1[N:7]([CH2:20][CH2:21][CH3:22])[N:8]=[C:9]2[C:18]=1[C:17]1[CH2:16][CH2:15][CH2:14][CH2:13][C:12]=1[N:11]=[C:10]2[NH2:19].